From a dataset of Full USPTO retrosynthesis dataset with 1.9M reactions from patents (1976-2016). Predict the reactants needed to synthesize the given product. (1) Given the product [CH3:30][O:29][C:23]1[N:24]=[C:25]2[C:20](=[CH:21][CH:22]=1)[N:19]=[CH:18][C:17]1[O:16][CH2:15][CH:14]([C:11]3[N:10]=[CH:9][C:8]([NH:7][C:43]([C:40]4[CH:41]=[CH:42][C:36]5[S:35][CH2:34][C:33](=[O:32])[NH:38][C:37]=5[CH:39]=4)=[O:45])=[CH:13][CH:12]=3)[N:27]([CH3:28])[C:26]2=1, predict the reactants needed to synthesize it. The reactants are: C(OC(=O)[NH:7][C:8]1[CH:9]=[N:10][C:11]([CH:14]2[N:27]([CH3:28])[C:26]3[C:25]4[C:20](=[CH:21][CH:22]=[C:23]([O:29][CH3:30])[N:24]=4)[N:19]=[CH:18][C:17]=3[O:16][CH2:15]2)=[CH:12][CH:13]=1)(C)(C)C.[O:32]=[C:33]1[NH:38][C:37]2[CH:39]=[C:40]([C:43]([OH:45])=O)[CH:41]=[CH:42][C:36]=2[S:35][CH2:34]1. (2) Given the product [C:1]([O:5][C:6]([N:8]1[CH2:13][CH2:12][CH:11]([O:14][C:18]2[CH:19]=[CH:20][C:21]([N+:23]([O-:25])=[O:24])=[CH:22][C:17]=2[C:16]([F:15])([F:27])[F:28])[CH2:10][CH2:9]1)=[O:7])([CH3:4])([CH3:2])[CH3:3], predict the reactants needed to synthesize it. The reactants are: [C:1]([O:5][C:6]([N:8]1[CH2:13][CH2:12][CH:11]([OH:14])[CH2:10][CH2:9]1)=[O:7])([CH3:4])([CH3:3])[CH3:2].[F:15][C:16]([F:28])([F:27])[C:17]1[CH:22]=[C:21]([N+:23]([O-:25])=[O:24])[CH:20]=[CH:19][C:18]=1O.FC(F)(F)C1C=C([N+]([O-])=O)C=CC=1.C1(P(C2C=CC=CC=2)C2C=CC=CC=2)C=CC=CC=1.N(C(OCC)=O)=NC(OCC)=O. (3) Given the product [NH2:1][C:2]1[N:21]=[C:20]([CH2:22][O:23][CH3:24])[CH:19]=[CH:18][C:3]=1[C:4]([NH:6][CH2:7][C:8]1[O:9][C:10]2[CH:16]=[C:15]([O:17][CH2:26][C:27]3[CH:32]=[CH:31][CH:30]=[CH:29][N:28]=3)[CH:14]=[CH:13][C:11]=2[CH:12]=1)=[O:5], predict the reactants needed to synthesize it. The reactants are: [NH2:1][C:2]1[N:21]=[C:20]([CH2:22][O:23][CH3:24])[CH:19]=[CH:18][C:3]=1[C:4]([NH:6][CH2:7][C:8]1[O:9][C:10]2[CH:16]=[C:15]([OH:17])[CH:14]=[CH:13][C:11]=2[CH:12]=1)=[O:5].O[CH2:26][C:27]1[CH:32]=[CH:31][CH:30]=[CH:29][N:28]=1.C1(P(C2C=CC=CC=2)C2C=CC=CC=2)C=CC=CC=1.CCOC(/N=N/C(OCC)=O)=O.